From a dataset of Full USPTO retrosynthesis dataset with 1.9M reactions from patents (1976-2016). Predict the reactants needed to synthesize the given product. The reactants are: [Cl:1][C:2]1[CH:3]=[CH:4][C:5]([N+:16]([O-:18])=[O:17])=[C:6]([CH:8]2[CH2:13][C:12](=[O:14])[O:11][C:10](=[O:15])[CH2:9]2)[CH:7]=1.[NH3:19]. Given the product [NH2:19][C:10](=[O:15])[CH2:9][CH:8]([C:6]1[CH:7]=[C:2]([Cl:1])[CH:3]=[CH:4][C:5]=1[N+:16]([O-:18])=[O:17])[CH2:13][C:12]([OH:11])=[O:14], predict the reactants needed to synthesize it.